Dataset: Reaction yield outcomes from USPTO patents with 853,638 reactions. Task: Predict the reaction yield, written as a fraction of the theoretical maximum amount of product (1.0 means a 100% yield; for example, 0.34 means a 34% yield). (1) The yield is 0.900. The product is [CH3:1][O:2][C:3](=[O:26])[CH2:4][CH2:5][CH2:6][CH2:7][CH2:8][CH2:9][N:10]1[C@@H:11](/[CH:17]=[CH:18]/[C:19](=[O:25])[CH2:20][CH2:21][CH2:22][CH2:23][CH3:24])[CH2:12][CH2:13][CH2:14][C:15]1=[O:16]. The reactants are [CH3:1][O:2][C:3](=[O:26])[CH2:4][CH2:5][CH2:6][CH2:7][CH2:8][CH2:9][N:10]1[C:15](=[O:16])[CH2:14][CH2:13][CH2:12][C@@H:11]1/[CH:17]=[CH:18]/[CH:19]([OH:25])[CH2:20][CH2:21][CH2:22][CH2:23][CH3:24].[H-].[Na+].O=C1CCC[C@H](/C=C/C(=O)CCCCC)N1CCCCCCC(O)=O.O=C(CCCCC)CP(=O)(OC)OC.COC(=O)CCCCCCN1C(=O)CCC[C@@H]1C=O. The catalyst is C1COCC1. (2) The reactants are Cl.[F:2][C:3]1[CH:26]=[CH:25][C:6]([C:7]([NH:9][C:10]2[C:11]3[CH2:22][NH:21][C:20]([CH3:24])([CH3:23])[C:12]=3[N:13]([C:15]([O:17][CH2:18][CH3:19])=[O:16])[N:14]=2)=[O:8])=[CH:5][CH:4]=1.C(N(CC)C(C)C)(C)C.[C:36](Cl)(=[O:41])[C:37]([CH3:40])([CH3:39])[CH3:38].CCOC(C)=O.CCCCCC. The catalyst is ClCCl. The product is [CH3:38][C:37]([CH3:40])([CH3:39])[C:36]([N:21]1[CH2:22][C:11]2[C:10]([NH:9][C:7](=[O:8])[C:6]3[CH:5]=[CH:4][C:3]([F:2])=[CH:26][CH:25]=3)=[N:14][N:13]([C:15]([O:17][CH2:18][CH3:19])=[O:16])[C:12]=2[C:20]1([CH3:23])[CH3:24])=[O:41]. The yield is 0.820. (3) The reactants are [Br:1][C:2]1[CH:7]=[CH:6][C:5]([OH:8])=[CH:4][CH:3]=1.C(=O)([O-])[O-].[K+].[K+].[CH2:15](Br)[CH2:16][CH2:17][CH2:18][CH2:19][CH3:20]. The catalyst is CC(C)=O. The product is [Br:1][C:2]1[CH:7]=[CH:6][C:5]([O:8][CH2:15][CH2:16][CH2:17][CH2:18][CH2:19][CH3:20])=[CH:4][CH:3]=1. The yield is 0.939.